This data is from Reaction yield outcomes from USPTO patents with 853,638 reactions. The task is: Predict the reaction yield, written as a fraction of the theoretical maximum amount of product (1.0 means a 100% yield; for example, 0.34 means a 34% yield). (1) The reactants are [C:1]1([C:15]([O:17][CH2:18][CH3:19])=[O:16])[CH:6]=[C:5]([C:7]([O-:9])=O)[CH:4]=[C:3]([C:10]([O:12][CH2:13][CH3:14])=[O:11])[CH:2]=1.ON1C2C=CC=CC=2N=N1.Cl.[CH3:31][N:32](C)[CH2:33][CH2:34][CH2:35]N=C=NCC.CNCCC. The catalyst is ClCCl. The product is [CH2:13]([O:12][C:10](=[O:11])[C:3]1[CH:4]=[C:5]([C:7](=[O:9])[N:32]([CH3:31])[CH2:33][CH2:34][CH3:35])[CH:6]=[C:1]([C:15]([O:17][CH2:18][CH3:19])=[O:16])[CH:2]=1)[CH3:14]. The yield is 0.680. (2) The reactants are [Cl:1][C:2]1[CH:3]=[N:4][CH:5]=[C:6]([Cl:15])[C:7]=1[N:8]1[CH2:12][CH2:11][CH:10]([C:13]#[N:14])[CH2:9]1.[OH-:16].[Na+]. The catalyst is S(=O)(=O)(O)O. The product is [Cl:1][C:2]1[CH:3]=[N:4][CH:5]=[C:6]([Cl:15])[C:7]=1[N:8]1[CH2:12][CH2:11][CH:10]([C:13]([NH2:14])=[O:16])[CH2:9]1. The yield is 0.730.